From a dataset of Full USPTO retrosynthesis dataset with 1.9M reactions from patents (1976-2016). Predict the reactants needed to synthesize the given product. (1) Given the product [CH2:1]([O:3][C:4]1[N:5]=[CH:6][C:7]([C:10]([OH:12])=[O:11])=[N:8][CH:9]=1)[CH3:2], predict the reactants needed to synthesize it. The reactants are: [CH2:1]([O:3][C:4]1[N:5]=[CH:6][C:7]([C:10]([O:12]CC)=[O:11])=[N:8][CH:9]=1)[CH3:2].O.O.[OH-].[Li+].C([O-])(O)=O.[Na+]. (2) Given the product [C:15]1([CH2:14][CH2:13][CH2:12][O:1][C:2]2[CH:3]=[C:4]([C:8](=[O:10])[CH3:9])[CH:5]=[CH:6][CH:7]=2)[CH:20]=[CH:19][CH:18]=[CH:17][CH:16]=1, predict the reactants needed to synthesize it. The reactants are: [OH:1][C:2]1[CH:3]=[C:4]([C:8](=[O:10])[CH3:9])[CH:5]=[CH:6][CH:7]=1.Br[CH2:12][CH2:13][CH2:14][C:15]1[CH:20]=[CH:19][CH:18]=[CH:17][CH:16]=1.C(=O)([O-])[O-].[K+].[K+]. (3) Given the product [CH3:1][O:2][C:3]([CH:4]1[CH2:5][O:19][C:8]([C@H:9]([NH:11][C:12]([O:14][C:15]([CH3:18])([CH3:17])[CH3:16])=[O:13])[CH3:10])=[N:7]1)=[O:20], predict the reactants needed to synthesize it. The reactants are: [CH3:1][O:2][C:3](=[O:20])[CH:4]([NH:7][C:8](=[O:19])[C@H:9]([NH:11][C:12]([O:14][C:15]([CH3:18])([CH3:17])[CH3:16])=[O:13])[CH3:10])[CH2:5]O.CCN(S(F)(F)F)CC.C(=O)([O-])[O-].[K+].[K+]. (4) Given the product [F:26][C:25]([F:28])([F:27])[C:22]1[CH:23]=[CH:24][C:19](/[CH:18]=[CH:17]/[C:14]2[O:15][CH:16]=[C:12]([CH2:11][O:10][C:9]3[CH:29]=[CH:30][C:6]([CH2:5][CH2:4][CH2:3][CH2:2][N:31]4[CH:35]=[CH:34][N:33]=[C:32]4[CH2:36][CH2:37][C:38]([O:40][CH2:41][CH3:42])=[O:39])=[CH:7][CH:8]=3)[N:13]=2)=[CH:20][CH:21]=1, predict the reactants needed to synthesize it. The reactants are: I[CH2:2][CH2:3][CH2:4][CH2:5][C:6]1[CH:30]=[CH:29][C:9]([O:10][CH2:11][C:12]2[N:13]=[C:14](/[CH:17]=[CH:18]/[C:19]3[CH:24]=[CH:23][C:22]([C:25]([F:28])([F:27])[F:26])=[CH:21][CH:20]=3)[O:15][CH:16]=2)=[CH:8][CH:7]=1.[NH:31]1[CH:35]=[CH:34][N:33]=[C:32]1[CH2:36][CH2:37][C:38]([O:40][CH2:41][CH3:42])=[O:39].C(=O)([O-])[O-].[K+].[K+].O. (5) Given the product [F:25][C:26]1[CH:27]=[C:28]([NH:29][C:11](=[O:12])[C:10]2[CH:14]=[CH:15][C:7]([C:2]3[CH:3]=[CH:4][CH:5]=[CH:6][N:1]=3)=[CH:8][CH:9]=2)[CH:30]=[CH:31][C:32]=1[N:33]1[CH2:34][CH2:35][CH2:36][CH2:37][CH2:38]1, predict the reactants needed to synthesize it. The reactants are: [N:1]1[CH:6]=[CH:5][CH:4]=[CH:3][C:2]=1[C:7]1[CH:15]=[CH:14][C:10]([C:11](Cl)=[O:12])=[CH:9][CH:8]=1.CCN(C(C)C)C(C)C.[F:25][C:26]1[CH:27]=[C:28]([CH:30]=[CH:31][C:32]=1[N:33]1[CH2:38][CH2:37][CH2:36][CH2:35][CH2:34]1)[NH2:29]. (6) Given the product [NH2:8][C:4]1[C:3]([N+:9]([O-:11])=[O:10])=[C:2]([C:17]2[CH:18]=[CH:19][C:14]([C:12]#[N:13])=[CH:15][CH:16]=2)[CH:7]=[CH:6][N:5]=1, predict the reactants needed to synthesize it. The reactants are: Cl[C:2]1[CH:7]=[CH:6][N:5]=[C:4]([NH2:8])[C:3]=1[N+:9]([O-:11])=[O:10].[C:12]([C:14]1[CH:19]=[CH:18][C:17](B(O)O)=[CH:16][CH:15]=1)#[N:13].C([O-])([O-])=O.[K+].[K+].C(Cl)Cl. (7) The reactants are: [C:1](Cl)(=O)C.[NH:5]([C:12]([O:14][CH2:15][C:16]1[CH:21]=[CH:20][CH:19]=[CH:18][CH:17]=1)=[O:13])[C@H:6]([C:9]([OH:11])=[O:10])[CH2:7][NH2:8]. Given the product [NH2:8][CH2:7][CH:6]([NH:5][C:12]([O:14][CH2:15][C:16]1[CH:17]=[CH:18][CH:19]=[CH:20][CH:21]=1)=[O:13])[C:9]([O:11][CH3:1])=[O:10], predict the reactants needed to synthesize it.